From a dataset of Forward reaction prediction with 1.9M reactions from USPTO patents (1976-2016). Predict the product of the given reaction. (1) Given the reactants [NH2:1][C:2]1[C:15]2[C:6](=[CH:7][C:8]3[C:9]4[C:14]=2[C:13](=[O:16])[N:12]([CH2:17][CH2:18][N:19]([CH3:21])[CH3:20])[C:11](=[O:22])[C:10]=4[CH:23]=[CH:24][CH:25]=3)[CH:5]=[CH:4][CH:3]=1.Cl[C:27]([O:29][CH2:30][CH3:31])=[O:28].C(N(CC)CC)C.C(Cl)Cl.CO, predict the reaction product. The product is: [CH3:21][N:19]([CH3:20])[CH2:18][CH2:17][N:12]1[C:11](=[O:22])[C:10]2[CH:23]=[CH:24][CH:25]=[C:8]3[C:9]=2[C:14](=[C:15]2[C:2]([NH:1][C:27](=[O:28])[O:29][CH2:30][CH3:31])=[CH:3][CH:4]=[CH:5][C:6]2=[CH:7]3)[C:13]1=[O:16]. (2) Given the reactants C(O)(C(F)(F)F)=O.[Cl:8][C:9]1[CH:10]=[C:11]([C:19]2[N:23]=[C:22]([C:24]3[CH:29]=[CH:28][C:27]([S:30]([NH:33][CH2:34][C:35]([O:37]C(C)(C)C)=[O:36])(=[O:32])=[O:31])=[CH:26][CH:25]=3)[O:21][N:20]=2)[CH:12]=[CH:13][C:14]=1[O:15][CH:16]([CH3:18])[CH3:17], predict the reaction product. The product is: [Cl:8][C:9]1[CH:10]=[C:11]([C:19]2[N:23]=[C:22]([C:24]3[CH:25]=[CH:26][C:27]([S:30]([NH:33][CH2:34][C:35]([OH:37])=[O:36])(=[O:32])=[O:31])=[CH:28][CH:29]=3)[O:21][N:20]=2)[CH:12]=[CH:13][C:14]=1[O:15][CH:16]([CH3:18])[CH3:17].